From a dataset of Forward reaction prediction with 1.9M reactions from USPTO patents (1976-2016). Predict the product of the given reaction. Given the reactants [CH2:1]([N:8]1[C:15]([NH2:16])=[C:14]([NH2:17])[C:12](=[O:13])[N:11]([CH2:18][CH2:19][CH3:20])[C:9]1=[O:10])[C:2]1[CH:7]=[CH:6][CH:5]=[CH:4][CH:3]=1.[C:21](O)(=O)[CH2:22][OH:23], predict the reaction product. The product is: [CH2:18]([N:11]1[C:12](=[O:13])[C:14]2[NH:17][C:21]([CH2:22][OH:23])=[N:16][C:15]=2[N:8]([CH2:1][C:2]2[CH:3]=[CH:4][CH:5]=[CH:6][CH:7]=2)[C:9]1=[O:10])[CH2:19][CH3:20].